Dataset: Full USPTO retrosynthesis dataset with 1.9M reactions from patents (1976-2016). Task: Predict the reactants needed to synthesize the given product. (1) Given the product [C:41]([O:40][C:38]([NH:28][C@@H:29]([CH2:30][CH2:31][CH2:32][CH2:33][NH:34][C:20]([O:22][CH2:23][CH2:24][CH2:25][CH:26]=[CH2:27])=[O:21])[C:35]([OH:37])=[O:36])=[O:39])([CH3:44])([CH3:43])[CH3:42], predict the reactants needed to synthesize it. The reactants are: C(O)CCC=C.ClC(Cl)(OC(=O)OC(Cl)(Cl)Cl)Cl.Cl[C:20]([O:22][CH2:23][CH2:24][CH2:25][CH:26]=[CH2:27])=[O:21].[NH:28]([C:38]([O:40][C:41]([CH3:44])([CH3:43])[CH3:42])=[O:39])[C@H:29]([C:35]([OH:37])=[O:36])[CH2:30][CH2:31][CH2:32][CH2:33][NH2:34].[OH-].[Na+].Cl. (2) Given the product [ClH:39].[NH2:31][C@@H:27]1[CH2:28][CH2:29][CH2:30][N:25]([C:7]2[N:8]=[C:9]([NH:10][C:11]3[CH:12]=[CH:13][C:14]([C:17]([N:19]4[CH2:24][CH2:23][O:22][CH2:21][CH2:20]4)=[O:18])=[CH:15][CH:16]=3)[C:4]([C:1]([NH2:2])=[O:3])=[N:5][CH:6]=2)[CH2:26]1, predict the reactants needed to synthesize it. The reactants are: [C:1]([C:4]1[N:5]=[CH:6][C:7]([N:25]2[CH2:30][CH2:29][CH2:28][C@@H:27]([NH:31]C(=O)OC(C)(C)C)[CH2:26]2)=[N:8][C:9]=1[NH:10][C:11]1[CH:16]=[CH:15][C:14]([C:17]([N:19]2[CH2:24][CH2:23][O:22][CH2:21][CH2:20]2)=[O:18])=[CH:13][CH:12]=1)(=[O:3])[NH2:2].[ClH:39]. (3) Given the product [F:31][C:32]1[CH:37]=[CH:36][C:35]([NH:38][C:26]([N:17]2[CH2:16][CH2:15][C:12]3([C:11](=[O:20])[N:10]([C:7]4[CH:8]=[CH:9][C:4]([O:3][C:2]([F:1])([F:21])[F:22])=[CH:5][CH:6]=4)[CH2:14][CH2:13]3)[CH2:19][CH2:18]2)=[O:25])=[CH:34][CH:33]=1, predict the reactants needed to synthesize it. The reactants are: [F:1][C:2]([F:22])([F:21])[O:3][C:4]1[CH:9]=[CH:8][C:7]([N:10]2[CH2:14][CH2:13][C:12]3([CH2:19][CH2:18][NH:17][CH2:16][CH2:15]3)[C:11]2=[O:20])=[CH:6][CH:5]=1.O=C(Cl)[O:25][C:26](Cl)(Cl)Cl.[F:31][C:32]1[CH:37]=[CH:36][C:35]([NH2:38])=[CH:34][CH:33]=1. (4) Given the product [N:2]1[NH:21][N:22]=[N:23][C:1]=1[C:3]1[S:7][C:6]([N:8]2[CH2:13][CH2:12][N:11]([C:14]([O:16][C:17]([CH3:20])([CH3:19])[CH3:18])=[O:15])[CH2:10][CH2:9]2)=[N:5][CH:4]=1, predict the reactants needed to synthesize it. The reactants are: [C:1]([C:3]1[S:7][C:6]([N:8]2[CH2:13][CH2:12][N:11]([C:14]([O:16][C:17]([CH3:20])([CH3:19])[CH3:18])=[O:15])[CH2:10][CH2:9]2)=[N:5][CH:4]=1)#[N:2].[N-:21]=[N+:22]=[N-:23].[Na+].[Cl-].[NH4+].Cl.